Dataset: Catalyst prediction with 721,799 reactions and 888 catalyst types from USPTO. Task: Predict which catalyst facilitates the given reaction. (1) Reactant: [S:1]1[CH:5]=[CH:4][CH:3]=[C:2]1[S:6]([N:9]1[CH2:14][CH2:13][N:12]([C:15]2[CH:20]=[CH:19][C:18]([C:21]([OH:27])([CH3:26])[C:22]([F:25])([F:24])[F:23])=[CH:17][CH:16]=2)[C@@H:11]([CH2:28][N:29]2[CH:34]3[CH2:35][C:36](=[O:38])[CH2:37][CH:30]2[CH2:31][O:32][CH2:33]3)[CH2:10]1)(=[O:8])=[O:7].[CH3:39][Mg]Br. Product: [CH3:39][C:36]1([OH:38])[CH2:35][C@H:34]2[N:29]([CH2:28][C@H:11]3[CH2:10][N:9]([S:6]([C:2]4[S:1][CH:5]=[CH:4][CH:3]=4)(=[O:7])=[O:8])[CH2:14][CH2:13][N:12]3[C:15]3[CH:20]=[CH:19][C:18]([C:21]([OH:27])([CH3:26])[C:22]([F:25])([F:24])[F:23])=[CH:17][CH:16]=3)[C@H:30]([CH2:31][O:32][CH2:33]2)[CH2:37]1. The catalyst class is: 1. (2) Reactant: [Mg].Br[C:3]1[CH:11]=[CH:10][C:6]2[CH2:7][CH2:8][O:9][C:5]=2[CH:4]=1.II.CON(C)[C:17](=[O:28])[C@@H:18]([NH:20][C:21](=[O:27])[O:22][C:23]([CH3:26])([CH3:25])[CH3:24])[CH3:19].C([Mg]Cl)(C)C. Product: [O:9]1[C:5]2[CH:4]=[C:3]([C:17](=[O:28])[C@H:18]([NH:20][C:21](=[O:27])[O:22][C:23]([CH3:25])([CH3:24])[CH3:26])[CH3:19])[CH:11]=[CH:10][C:6]=2[CH2:7][CH2:8]1. The catalyst class is: 7. (3) Reactant: Br[C:2]1[CH:3]=[C:4]2[C:9](=[CH:10][CH:11]=1)[CH:8]=[C:7](O)[CH:6]=[CH:5]2.[CH2:13](O)[CH3:14].[C:16](=[O:19])([O-])[O-].[Na+].[Na+]. Product: [C:9]1([C:10]2[CH:11]=[CH:14][C:13]3[C:5](=[CH:6][CH:7]=[CH:8][CH:9]=3)[C:16]=2[OH:19])[C:4]2[CH2:3][C:2]3[C:10](=[CH:11][CH:2]=[CH:3][CH:4]=3)[C:5]=2[CH:6]=[CH:7][CH:8]=1. The catalyst class is: 189.